Dataset: Full USPTO retrosynthesis dataset with 1.9M reactions from patents (1976-2016). Task: Predict the reactants needed to synthesize the given product. (1) Given the product [C:16]([O:20][C:21]([N:23]1[CH2:24][CH2:25][C:26](=[C:29]([C:30]2[CH:31]=[CH:32][CH:33]=[CH:34][CH:35]=2)[C:8]2[C:3]([O:2][CH3:1])=[N:4][C:5]([O:9][CH3:10])=[CH:6][CH:7]=2)[CH2:27][CH2:28]1)=[O:22])([CH3:19])([CH3:17])[CH3:18], predict the reactants needed to synthesize it. The reactants are: [CH3:1][O:2][C:3]1[CH:8]=[CH:7][CH:6]=[C:5]([O:9][CH3:10])[N:4]=1.[Li]CCCC.[C:16]([O:20][C:21]([N:23]1[CH2:28][CH2:27][C:26](=[C:29](Br)[C:30]2[CH:35]=[CH:34][CH:33]=[CH:32][CH:31]=2)[CH2:25][CH2:24]1)=[O:22])([CH3:19])([CH3:18])[CH3:17]. (2) Given the product [CH3:12][C:5]1([CH3:13])[C:4]2[C:9](=[CH:10][CH:11]=[C:2]([CH:22]=[O:23])[CH:3]=2)[S:8][CH2:7][CH2:6]1, predict the reactants needed to synthesize it. The reactants are: Br[C:2]1[CH:3]=[C:4]2[C:9](=[CH:10][CH:11]=1)[S:8][CH2:7][CH2:6][C:5]2([CH3:13])[CH3:12].[Li]CCCC.CN([CH:22]=[O:23])C. (3) Given the product [Si:17]([O:16][CH2:15][C:14]([CH3:24])([CH3:25])[CH2:13][N:7]1[CH:6]=[C:5]([S:26]([N:29]2[CH2:35][CH2:34][CH2:33][N:32]([C:36]([O:38][C:39]([CH3:42])([CH3:41])[CH3:40])=[O:37])[CH2:31][CH2:30]2)(=[O:28])=[O:27])[C:4]2[C:9](=[CH:10][CH:11]=[C:2]([C:52]3[CH:53]=[C:48]([C:47](=[O:65])[NH:46][CH:43]4[CH2:44][CH2:45]4)[CH:49]=[C:50]([F:64])[C:51]=3[CH3:63])[CH:3]=2)[C:8]1=[O:12])([C:20]([CH3:21])([CH3:23])[CH3:22])([CH3:19])[CH3:18], predict the reactants needed to synthesize it. The reactants are: Br[C:2]1[CH:3]=[C:4]2[C:9](=[CH:10][CH:11]=1)[C:8](=[O:12])[N:7]([CH2:13][C:14]([CH3:25])([CH3:24])[CH2:15][O:16][Si:17]([C:20]([CH3:23])([CH3:22])[CH3:21])([CH3:19])[CH3:18])[CH:6]=[C:5]2[S:26]([N:29]1[CH2:35][CH2:34][CH2:33][N:32]([C:36]([O:38][C:39]([CH3:42])([CH3:41])[CH3:40])=[O:37])[CH2:31][CH2:30]1)(=[O:28])=[O:27].[CH:43]1([NH:46][C:47](=[O:65])[C:48]2[CH:53]=[C:52](B3OC(C)(C)C(C)(C)O3)[C:51]([CH3:63])=[C:50]([F:64])[CH:49]=2)[CH2:45][CH2:44]1.C(=O)([O-])[O-].[K+].[K+].